This data is from Full USPTO retrosynthesis dataset with 1.9M reactions from patents (1976-2016). The task is: Predict the reactants needed to synthesize the given product. (1) Given the product [C:20]([NH:23][C:10]([C:7]1[CH:6]=[C:5]([O:13][CH2:14][C:15]([F:18])([F:17])[F:16])[C:4]([CH:1]2[CH2:2][CH2:3]2)=[CH:9][N:8]=1)=[O:12])([CH3:22])([CH3:21])[CH3:19], predict the reactants needed to synthesize it. The reactants are: [CH:1]1([C:4]2[C:5]([O:13][CH2:14][C:15]([F:18])([F:17])[F:16])=[CH:6][C:7]([C:10]([OH:12])=O)=[N:8][CH:9]=2)[CH2:3][CH2:2]1.[CH3:19][C:20]([NH2:23])([CH3:22])[CH3:21]. (2) Given the product [F:71][C:62]1[C:63]([N:64]2[CH2:69][CH2:68][N:67]([CH3:70])[CH2:66][CH2:65]2)=[C:58]([NH2:2])[CH:59]=[N:60][CH:61]=1, predict the reactants needed to synthesize it. The reactants are: C(=O)(OC(C)(C)C)[NH2:2].C([O-])([O-])=O.[Cs+].[Cs+].CC1(C)C2C(=C(P(C3C=CC=CC=3)C3C=CC=CC=3)C=CC=2)OC2C(P(C3C=CC=CC=3)C3C=CC=CC=3)=CC=CC1=2.Cl[C:58]1[CH:59]=[N:60][CH:61]=[C:62]([F:71])[C:63]=1[N:64]1[CH2:69][CH2:68][N:67]([CH3:70])[CH2:66][CH2:65]1.